Dataset: Full USPTO retrosynthesis dataset with 1.9M reactions from patents (1976-2016). Task: Predict the reactants needed to synthesize the given product. (1) Given the product [CH:18]([Si:17]([CH:24]([CH3:26])[CH3:25])([CH:21]([CH3:23])[CH3:22])[C:2]1[S:1][CH:5]=[CH:4][CH:3]=1)([CH3:20])[CH3:19], predict the reactants needed to synthesize it. The reactants are: [S:1]1[CH:5]=[CH:4][CH:3]=[CH:2]1.C([Li])CCC.FC(F)(F)S(O[Si:17]([CH:24]([CH3:26])[CH3:25])([CH:21]([CH3:23])[CH3:22])[CH:18]([CH3:20])[CH3:19])(=O)=O. (2) Given the product [F:1][C:2]1[CH:3]=[C:4]([CH:8]=[C:9]([I:12])[C:10]=1[CH3:11])[C:5]([OH:7])=[O:6], predict the reactants needed to synthesize it. The reactants are: [F:1][C:2]1[CH:3]=[C:4]([CH:8]=[CH:9][C:10]=1[CH3:11])[C:5]([OH:7])=[O:6].[I:12]N1C(=O)CCC1=O.S([O-])([O-])(=O)=S.[Na+].[Na+]. (3) Given the product [CH2:1]([N:8]1[CH2:13][CH2:12][N:11]([C:14]([C@H:16]2[CH2:21][N:20]([CH:38]3[CH2:41][CH2:40][CH2:39]3)[CH2:19][CH2:18][N:17]2[C:22]([O:24][C:25]([CH3:28])([CH3:27])[CH3:26])=[O:23])=[O:15])[CH2:10][CH2:9]1)[C:2]1[CH:3]=[CH:4][CH:5]=[CH:6][CH:7]=1, predict the reactants needed to synthesize it. The reactants are: [CH2:1]([N:8]1[CH2:13][CH2:12][N:11]([C:14]([C@H:16]2[CH2:21][NH:20][CH2:19][CH2:18][N:17]2[C:22]([O:24][C:25]([CH3:28])([CH3:27])[CH3:26])=[O:23])=[O:15])[CH2:10][CH2:9]1)[C:2]1[CH:7]=[CH:6][CH:5]=[CH:4][CH:3]=1.C(N(CC)C(C)C)(C)C.[C:38]1(=O)[CH2:41][CH2:40][CH2:39]1.S([O-])([O-])(=O)=O.[Mg+2].C(O[BH-](OC(=O)C)OC(=O)C)(=O)C.[Na+]. (4) The reactants are: [CH2:1]1[CH2:5][CH2:4][CH2:3][CH2:2]1.ON1[C:11](=[O:12])[C:10]2=[CH:13][CH:14]=[CH:15]C=C2C1=O.[O:18]=[O:19]. Given the product [C:11]1(=[O:12])[CH2:10][CH2:13][CH2:14][CH2:15]1.[CH:11]1([OH:12])[CH2:10][CH2:13][CH2:14][CH2:15]1.[CH:1]1([O:18][OH:19])[CH2:5][CH2:4][CH2:3][CH2:2]1, predict the reactants needed to synthesize it. (5) Given the product [CH3:21][C:22]([NH:29][C:5]1[C:4]2[CH:3]=[CH:2][N:1]([C:11]([O:13][CH2:14][C:15]3[CH:20]=[CH:19][CH:18]=[CH:17][CH:16]=3)=[O:12])[C:9]=2[CH:8]=[CH:7][N:6]=1)([CH2:24][C:25]([CH3:28])([CH3:27])[CH3:26])[CH3:23], predict the reactants needed to synthesize it. The reactants are: [N:1]1([C:11]([O:13][CH2:14][C:15]2[CH:20]=[CH:19][CH:18]=[CH:17][CH:16]=2)=[O:12])[C:9]2[CH:8]=[CH:7][N+:6]([O-])=[CH:5][C:4]=2[CH:3]=[CH:2]1.[CH3:21][C:22]([NH2:29])([CH2:24][C:25]([CH3:28])([CH3:27])[CH3:26])[CH3:23].C1(C)C=CC(S(Cl)(=O)=O)=CC=1. (6) Given the product [CH3:1][C:2]1[N:3]=[CH:4][C:5]([O:8][CH2:9][C@@H:10]([OH:11])[CH2:12][N:31]2[CH2:32][C@H:24]3[N:23]([C:14]4[CH:15]=[CH:16][C:17]5[C:22](=[CH:21][CH:20]=[CH:19][CH:18]=5)[CH:13]=4)[CH2:30][C@@H:29]2[CH2:28][CH:27]=[CH:26][CH2:25]3)=[CH:6][CH:7]=1, predict the reactants needed to synthesize it. The reactants are: [CH3:1][C:2]1[CH:7]=[CH:6][C:5]([O:8][CH2:9][C@@H:10]2[CH2:12][O:11]2)=[CH:4][N:3]=1.[CH:13]1[C:22]2[C:17](=[CH:18][CH:19]=[CH:20][CH:21]=2)[CH:16]=[CH:15][C:14]=1[N:23]1[CH2:30][C@H:29]2[NH:31][CH2:32][C@@H:24]1[CH2:25][CH:26]=[CH:27][CH2:28]2.CCN(C(C)C)C(C)C. (7) The reactants are: [I:1][C:2]1[CH:7]=[CH:6][C:5]([CH2:8][C:9]([OH:11])=[O:10])=[CH:4][CH:3]=1.S(Cl)(Cl)=O.[CH3:16]O. Given the product [CH3:16][O:10][C:9](=[O:11])[CH2:8][C:5]1[CH:4]=[CH:3][C:2]([I:1])=[CH:7][CH:6]=1, predict the reactants needed to synthesize it.